Dataset: Full USPTO retrosynthesis dataset with 1.9M reactions from patents (1976-2016). Task: Predict the reactants needed to synthesize the given product. Given the product [CH:25]([O:24][C:21]1[CH:22]=[CH:23][C:18]([C:16]([N:13]2[CH2:14][CH2:15][C:10]3([O:29][CH:30]([C:32]4[N:33]([CH3:37])[CH:34]=[CH:35][N:36]=4)[CH2:31][NH:8][CH2:9]3)[CH2:11][CH2:12]2)=[O:17])=[CH:19][C:20]=1[CH3:28])([CH3:27])[CH3:26], predict the reactants needed to synthesize it. The reactants are: C([N:8]1[CH2:31][CH:30]([C:32]2[N:33]([CH3:37])[CH:34]=[CH:35][N:36]=2)[O:29][C:10]2([CH2:15][CH2:14][N:13]([C:16]([C:18]3[CH:23]=[CH:22][C:21]([O:24][CH:25]([CH3:27])[CH3:26])=[C:20]([CH3:28])[CH:19]=3)=[O:17])[CH2:12][CH2:11]2)[CH2:9]1)C1C=CC=CC=1.C([O-])=O.[NH4+].